Predict the reactants needed to synthesize the given product. From a dataset of Full USPTO retrosynthesis dataset with 1.9M reactions from patents (1976-2016). (1) Given the product [C:51]([O-:18])(=[O:50])[CH3:47].[NH4+:3].[Cl:1][C:2]1[CH:7]=[C:6]([C:8]2[C:16]3[C:11](=[N:12][CH:13]=[CH:14][CH:15]=3)[NH:10][CH:9]=2)[N:5]=[C:4]([NH:26][C@H:27]2[CH2:28][CH2:29][C@H:30]([NH:33][C:35]([NH:34][CH3:37])=[O:36])[CH2:31][CH2:32]2)[N:3]=1, predict the reactants needed to synthesize it. The reactants are: [Cl:1][C:2]1[CH:7]=[C:6]([C:8]2[C:16]3[C:11](=[N:12][CH:13]=[CH:14][CH:15]=3)[N:10](S(C3C=CC=CC=3)(=O)=[O:18])[CH:9]=2)[N:5]=[C:4]([NH:26][C@H:27]2[CH2:32][CH2:31][C@H:30]([NH2:33])[CH2:29][CH2:28]2)[N:3]=1.[N:34]([CH3:37])=[C:35]=[O:36].CCN(C(C)C)C(C)C.[CH2:47]1[CH2:51][O:50]CC1. (2) Given the product [CH3:57][O:56][C:54](=[O:55])[CH2:53][O:52][C:51]1[CH:58]=[CH:59][CH:60]=[C:49]([NH:48][C:21]([C:10]2[C:9]([C:6]3[CH:7]=[CH:8][C:3]([O:2][CH3:1])=[CH:4][CH:5]=3)=[C:13]([C:14]3[CH:19]=[CH:18][CH:17]=[CH:16][CH:15]=3)[O:12][C:11]=2[CH3:20])=[O:22])[CH:50]=1, predict the reactants needed to synthesize it. The reactants are: [CH3:1][O:2][C:3]1[CH:8]=[CH:7][C:6]([C:9]2[C:10]([C:21](O)=[O:22])=[C:11]([CH3:20])[O:12][C:13]=2[C:14]2[CH:19]=[CH:18][CH:17]=[CH:16][CH:15]=2)=[CH:5][CH:4]=1.CN(C(ON1N=NC2C=CC=NC1=2)=[N+](C)C)C.F[P-](F)(F)(F)(F)F.[NH2:48][C:49]1[CH:50]=[C:51]([CH:58]=[CH:59][CH:60]=1)[O:52][CH2:53][C:54]([O:56][CH3:57])=[O:55].C(N(C(C)C)CC)(C)C.